Dataset: Forward reaction prediction with 1.9M reactions from USPTO patents (1976-2016). Task: Predict the product of the given reaction. (1) The product is: [O:36]1[CH2:37][CH2:38][N:33]([C:29](=[N:18][C:17]2[NH:16][C:14](=[O:15])[C:13]3[N:12]=[CH:11][N:10]([C:20]=3[N:19]=2)[C@@H:2]2[O:9][C@H:6]([CH2:7][OH:8])[C@@H:4]([OH:5])[CH2:3]2)[CH3:30])[CH2:34][CH2:35]1. Given the reactants O.[C@@H:2]1([N:10]2[C:20]3[N:19]=[C:17]([NH2:18])[NH:16][C:14](=[O:15])[C:13]=3[N:12]=[CH:11]2)[O:9][C@H:6]([CH2:7][OH:8])[C@@H:4]([OH:5])[CH2:3]1.N1C=CC=CC=1.CO[C:29]([N:33]1[CH2:38][CH2:37][O:36][CH2:35][CH2:34]1)(OC)[CH3:30], predict the reaction product. (2) Given the reactants [C:1]([C:3]1[CH:4]=[C:5]([S:10](Cl)(=[O:12])=[O:11])[CH:6]=[CH:7][C:8]=1[F:9])#[N:2].[NH2:14][C:15]1[S:16][CH:17]=[CH:18][N:19]=1.N1C=CC=CC=1, predict the reaction product. The product is: [C:1]([C:3]1[CH:4]=[C:5]([S:10]([NH:14][C:15]2[S:16][CH:17]=[CH:18][N:19]=2)(=[O:12])=[O:11])[CH:6]=[CH:7][C:8]=1[F:9])#[N:2]. (3) The product is: [ClH:40].[ClH:40].[NH2:7][CH2:8][CH2:9][N:10]1[C:18]2[C:17]([NH:19][C:20]3[CH:25]=[CH:24][C:23]([O:26][C:27]4[CH:32]=[CH:31][CH:30]=[C:29]([O:33][CH2:34][CH:35]([CH3:36])[CH3:37])[CH:28]=4)=[C:22]([CH3:38])[CH:21]=3)=[N:16][CH:15]=[N:14][C:13]=2[CH:12]=[CH:11]1. Given the reactants C(OC(=O)[NH:7][CH2:8][CH2:9][N:10]1[C:18]2[C:17]([NH:19][C:20]3[CH:25]=[CH:24][C:23]([O:26][C:27]4[CH:32]=[CH:31][CH:30]=[C:29]([O:33][CH2:34][CH:35]([CH3:37])[CH3:36])[CH:28]=4)=[C:22]([CH3:38])[CH:21]=3)=[N:16][CH:15]=[N:14][C:13]=2[CH:12]=[CH:11]1)(C)(C)C.[ClH:40], predict the reaction product. (4) The product is: [N+:11]([C:8]1[N:6]2[N:7]=[C:2]([NH:22][C@H:20]([C:14]3[CH:19]=[CH:18][CH:17]=[CH:16][CH:15]=3)[CH3:21])[CH:3]=[CH:4][C:5]2=[N:10][CH:9]=1)([O-:13])=[O:12]. Given the reactants Cl[C:2]1[CH:3]=[CH:4][C:5]2[N:6]([C:8]([N+:11]([O-:13])=[O:12])=[CH:9][N:10]=2)[N:7]=1.[C:14]1([C@@H:20]([NH2:22])[CH3:21])[CH:19]=[CH:18][CH:17]=[CH:16][CH:15]=1, predict the reaction product. (5) Given the reactants [Cl:1][C:2]1[N:7]=[N:6][C:5]([NH2:8])=[C:4]([C:9]#[C:10][Si](C)(C)C)[CH:3]=1, predict the reaction product. The product is: [Cl:1][C:2]1[N:7]=[N:6][C:5]2[NH:8][CH:10]=[CH:9][C:4]=2[CH:3]=1. (6) Given the reactants [CH3:1][O:2][C:3](=[O:12])[CH2:4][C:5]1[CH:10]=[CH:9][CH:8]=[C:7]([OH:11])[CH:6]=1.C(=O)([O-])[O-].[K+].[K+].Cl[CH2:20][C:21]1[N:22]=[C:23]([C:27]2[CH:32]=[CH:31][CH:30]=[CH:29][CH:28]=2)[O:24][C:25]=1[CH3:26], predict the reaction product. The product is: [CH3:1][O:2][C:3](=[O:12])[CH2:4][C:5]1[CH:10]=[CH:9][CH:8]=[C:7]([O:11][CH2:20][C:21]2[N:22]=[C:23]([C:27]3[CH:32]=[CH:31][CH:30]=[CH:29][CH:28]=3)[O:24][C:25]=2[CH3:26])[CH:6]=1. (7) Given the reactants Cl[CH2:2][C@@H:3]1[O:7][C:6](=[O:8])[N:5]([C:9]2[CH:14]=[CH:13][C:12]([N:15]3[CH2:20][CH2:19][O:18][CH2:17][C:16]3=[O:21])=[CH:11][CH:10]=2)[CH2:4]1.[I-:22].[Na+], predict the reaction product. The product is: [I:22][CH2:2][C@@H:3]1[O:7][C:6](=[O:8])[N:5]([C:9]2[CH:14]=[CH:13][C:12]([N:15]3[CH2:20][CH2:19][O:18][CH2:17][C:16]3=[O:21])=[CH:11][CH:10]=2)[CH2:4]1.